Dataset: Catalyst prediction with 721,799 reactions and 888 catalyst types from USPTO. Task: Predict which catalyst facilitates the given reaction. (1) Reactant: [N:1]1[CH:6]=[CH:5][CH:4]=[C:3]([NH:7][C:8](=[O:15])OCC(Cl)(Cl)Cl)[N:2]=1.Cl.Cl.[F:18][C:19]1[CH:24]=[CH:23][C:22]([F:25])=[CH:21][C:20]=1[C:26]1[CH:31]=[CH:30][N:29]=[C:28]([N:32]2[CH2:37][CH2:36][NH:35][CH2:34][CH2:33]2)[N:27]=1. Product: [F:18][C:19]1[CH:24]=[CH:23][C:22]([F:25])=[CH:21][C:20]=1[C:26]1[CH:31]=[CH:30][N:29]=[C:28]([N:32]2[CH2:37][CH2:36][N:35]([C:8]([NH:7][C:3]3[N:2]=[N:1][CH:6]=[CH:5][CH:4]=3)=[O:15])[CH2:34][CH2:33]2)[N:27]=1. The catalyst class is: 188. (2) Reactant: Cl[C:2]1[N:7]=[C:6]([NH2:8])[N:5]=[C:4]([NH:9][CH3:10])[CH:3]=1.[F:11][C:12]1[CH:17]=[CH:16][C:15](B(O)O)=[C:14]([CH3:21])[C:13]=1[CH3:22].C(=O)([O-])[O-].[K+].[K+]. Product: [F:11][C:12]1[CH:17]=[CH:16][C:15]([C:2]2[N:7]=[C:6]([NH2:8])[N:5]=[C:4]([NH:9][CH3:10])[CH:3]=2)=[C:14]([CH3:21])[C:13]=1[CH3:22]. The catalyst class is: 70. (3) Reactant: N.C(NN)(=O)C[CH2:4][CH2:5][CH2:6][C:7](NN)=[O:8]. Product: [C:7]([O:8][CH2:7][CH2:6][CH2:5][CH3:4])(=[O:8])[CH:6]=[CH2:5]. The catalyst class is: 6. (4) Reactant: CC[O-].[Na+].[CH2:5]([C:9]1[CH:14]=[CH:13][C:12]([C:15](=[O:17])[CH3:16])=[CH:11][CH:10]=1)[CH:6]([CH3:8])[CH3:7].[CH2:18]([O:20][C:21](=[O:25])[C:22]([O-])=[O:23])[CH3:19]. Product: [CH3:7][CH:6]([CH3:8])[CH2:5][C:9]1[CH:10]=[CH:11][C:12]([C:15](=[O:17])[CH2:16][C:22](=[O:23])[C:21]([O:20][CH2:18][CH3:19])=[O:25])=[CH:13][CH:14]=1. The catalyst class is: 8.